The task is: Predict the reaction yield, written as a fraction of the theoretical maximum amount of product (1.0 means a 100% yield; for example, 0.34 means a 34% yield).. This data is from Reaction yield outcomes from USPTO patents with 853,638 reactions. The reactants are [CH2:1]([C@@H:3]1[C@:8]([OH:10])([CH3:9])[C:7](=O)[CH2:6][C@@H:5]([C:12]2[CH:17]=[CH:16][N:15]=[CH:14][C:13]=2[N+:18]([O-:20])=[O:19])[O:4]1)[CH3:2].[CH2:21]([NH2:28])[C:22]1[CH:27]=[CH:26][CH:25]=[CH:24][CH:23]=1.[Li+].[BH4-]. The catalyst is CO. The product is [CH2:21]([NH:28][C@@H:7]1[CH2:6][C@H:5]([C:12]2[CH:17]=[CH:16][N:15]=[CH:14][C:13]=2[N+:18]([O-:20])=[O:19])[O:4][C@H:3]([CH2:1][CH3:2])[C@@:8]1([CH3:9])[OH:10])[C:22]1[CH:27]=[CH:26][CH:25]=[CH:24][CH:23]=1. The yield is 0.610.